This data is from Catalyst prediction with 721,799 reactions and 888 catalyst types from USPTO. The task is: Predict which catalyst facilitates the given reaction. (1) Reactant: Cl.[NH:2]1[C:6]2=[N:7][CH:8]=[CH:9][C:10]([O:11][C:12]3[CH:17]=[CH:16][C:15]([NH:18]C4C(C(NC5C=CC(F)=CC=5F)=O)=CN=CC=4)=[CH:14][C:13]=3[F:36])=[C:5]2[CH:4]=[CH:3]1.F[C:38]1[N:46]=[CH:45][CH:44]=[CH:43][C:39]=1[C:40]([OH:42])=[O:41].Cl. Product: [NH:2]1[C:6]2=[N:7][CH:8]=[CH:9][C:10]([O:11][C:12]3[CH:17]=[CH:16][C:15]([NH:18][C:38]4[N:46]=[CH:45][CH:44]=[CH:43][C:39]=4[C:40]([OH:42])=[O:41])=[CH:14][C:13]=3[F:36])=[C:5]2[CH:4]=[CH:3]1. The catalyst class is: 37. (2) Reactant: [CH2:1]([N:3]([CH2:6]C)CC)[CH3:2].[CH3:8][S:9]([Cl:12])(=[O:11])=[O:10]. Product: [ClH:12].[CH3:6][NH:3][CH2:1][CH2:2][S:9]([CH3:8])(=[O:11])=[O:10]. The catalyst class is: 4. (3) Reactant: [CH:1]1([C:4]([CH3:9])=[CH:5][C:6]([OH:8])=O)[CH2:3][CH2:2]1.C(/C(=N\O)/C(OCC)=O)#N.[CH3:20][N:21]1[C:25]([C:26](=[N:33][O:34][CH2:35][C:36]2[N:41]=[C:40]([NH2:42])[CH:39]=[CH:38][CH:37]=2)[C:27]2[CH:32]=[CH:31][CH:30]=[CH:29][CH:28]=2)=[N:24][N:23]=[N:22]1.C1(N=C=NC2CCCCC2)CCCCC1. Product: [CH:1]1([C:4]([CH3:9])=[CH:5][C:6]([NH:42][C:40]2[CH:39]=[CH:38][CH:37]=[C:36]([CH2:35][O:34][N:33]=[C:26]([C:25]3[N:21]([CH3:20])[N:22]=[N:23][N:24]=3)[C:27]3[CH:32]=[CH:31][CH:30]=[CH:29][CH:28]=3)[N:41]=2)=[O:8])[CH2:2][CH2:3]1. The catalyst class is: 9. (4) Reactant: [F:1][C:2]([F:15])([F:14])[S:3]([O:6]S(C(F)(F)F)(=O)=O)(=[O:5])=[O:4].[Br:16][C:17]1[CH:22]=[CH:21][C:20](O)=[C:19]([CH:24]([CH3:26])[CH3:25])[CH:18]=1.N1C=CC=CC=1.Cl. Product: [F:1][C:2]([F:15])([F:14])[S:3]([O:6][C:20]1[CH:21]=[CH:22][C:17]([Br:16])=[CH:18][C:19]=1[CH:24]([CH3:26])[CH3:25])(=[O:5])=[O:4]. The catalyst class is: 124. (5) Reactant: Cl.[I:2][C:3]1[CH:4]=[C:5]([NH2:12])[CH:6]=[C:7]2[C:11]=1[NH:10][CH:9]=[CH:8]2.[N-:13]([C:16]#[N:17])[C:14]#[N:15].[Na+]. Product: [C:14]([N:13]=[C:16]([NH2:17])[NH:12][C:5]1[CH:6]=[C:7]2[C:11](=[C:3]([I:2])[CH:4]=1)[NH:10][CH:9]=[CH:8]2)#[N:15]. The catalyst class is: 9.